Dataset: Peptide-MHC class I binding affinity with 185,985 pairs from IEDB/IMGT. Task: Regression. Given a peptide amino acid sequence and an MHC pseudo amino acid sequence, predict their binding affinity value. This is MHC class I binding data. (1) The peptide sequence is TFFSYLMKDK. The MHC is HLA-A68:01 with pseudo-sequence HLA-A68:01. The binding affinity (normalized) is 0.578. (2) The MHC is HLA-B08:01 with pseudo-sequence HLA-B08:01. The peptide sequence is FLRKRRRFF. The binding affinity (normalized) is 0.851. (3) The peptide sequence is GLAAESFGL. The MHC is HLA-A02:01 with pseudo-sequence HLA-A02:01. The binding affinity (normalized) is 0.936. (4) The peptide sequence is KLPRMFLPK. The MHC is HLA-A30:01 with pseudo-sequence HLA-A30:01. The binding affinity (normalized) is 0.942. (5) The peptide sequence is AEVVKLPSRY. The MHC is HLA-B40:02 with pseudo-sequence HLA-B40:02. The binding affinity (normalized) is 0.0751. (6) The MHC is HLA-B15:01 with pseudo-sequence HLA-B15:01. The binding affinity (normalized) is 0.820. The peptide sequence is QIAMTDTTPF.